Dataset: Forward reaction prediction with 1.9M reactions from USPTO patents (1976-2016). Task: Predict the product of the given reaction. (1) Given the reactants [O:1]1[CH2:5][CH2:4][CH2:3][C@@H:2]1[C:6]([OH:8])=O.Cl.[CH3:10][O:11][CH2:12][CH2:13][O:14][C:15]1[CH:16]=[C:17]2[C:22](=[CH:23][C:24]=1[O:25][CH2:26][CH2:27][O:28][CH3:29])[N:21]=[CH:20][N:19]=[C:18]2[NH:30][C:31]1[CH:36]=[CH:35][C:34]([O:37][CH:38]2[CH2:43][CH2:42][NH:41][CH2:40][CH2:39]2)=[C:33]([CH3:44])[CH:32]=1, predict the reaction product. The product is: [CH3:10][O:11][CH2:12][CH2:13][O:14][C:15]1[CH:16]=[C:17]2[C:22](=[CH:23][C:24]=1[O:25][CH2:26][CH2:27][O:28][CH3:29])[N:21]=[CH:20][N:19]=[C:18]2[NH:30][C:31]1[CH:36]=[CH:35][C:34]([O:37][CH:38]2[CH2:39][CH2:40][N:41]([C:6]([CH:2]3[CH2:3][CH2:4][CH2:5][O:1]3)=[O:8])[CH2:42][CH2:43]2)=[C:33]([CH3:44])[CH:32]=1. (2) Given the reactants C1(O)C=CC=CC=1.[OH-].[Na+].[CH2:10]1[O:18][CH:11]1[C:12]1[CH:17]=[CH:16][CH:15]=[CH:14][CH:13]=1, predict the reaction product. The product is: [C:12]1([CH2:11][CH2:10][OH:18])[CH:17]=[CH:16][CH:15]=[CH:14][CH:13]=1.